The task is: Predict the reaction yield, written as a fraction of the theoretical maximum amount of product (1.0 means a 100% yield; for example, 0.34 means a 34% yield).. This data is from Reaction yield outcomes from USPTO patents with 853,638 reactions. The reactants are [Cl:1][C:2]1[CH:21]=[CH:20][C:5]([CH:6]([O:14][C@@H:15]2[CH2:19][CH2:18][NH:17][CH2:16]2)[C:7]2[CH:12]=[CH:11][C:10]([Cl:13])=[CH:9][CH:8]=2)=[CH:4][CH:3]=1.[CH2:22]([N:25]=[C:26]=[O:27])[CH:23]=[CH2:24].C(N(CC)CC)C. The catalyst is ClCCl. The product is [Cl:1][C:2]1[CH:21]=[CH:20][C:5]([CH:6]([O:14][C@@H:15]2[CH2:19][CH2:18][N:17]([C:26]([NH:25][CH2:22][CH:23]=[CH2:24])=[O:27])[CH2:16]2)[C:7]2[CH:8]=[CH:9][C:10]([Cl:13])=[CH:11][CH:12]=2)=[CH:4][CH:3]=1. The yield is 0.740.